The task is: Regression. Given two drug SMILES strings and cell line genomic features, predict the synergy score measuring deviation from expected non-interaction effect.. This data is from NCI-60 drug combinations with 297,098 pairs across 59 cell lines. (1) Drug 1: C1C(C(OC1N2C=C(C(=O)NC2=O)F)CO)O. Drug 2: C1CN(P(=O)(OC1)NCCCl)CCCl. Cell line: HCT-15. Synergy scores: CSS=36.8, Synergy_ZIP=-8.10, Synergy_Bliss=-6.61, Synergy_Loewe=-77.7, Synergy_HSA=-2.82. (2) Drug 1: CCC1=CC2CC(C3=C(CN(C2)C1)C4=CC=CC=C4N3)(C5=C(C=C6C(=C5)C78CCN9C7C(C=CC9)(C(C(C8N6C)(C(=O)OC)O)OC(=O)C)CC)OC)C(=O)OC. Drug 2: CC(C)(C#N)C1=CC=C(C=C1)N2C3=C4C=C(C=CC4=NC=C3N(C2=O)C)C5=CC6=CC=CC=C6N=C5. Cell line: HT29. Synergy scores: CSS=70.3, Synergy_ZIP=1.68, Synergy_Bliss=0.722, Synergy_Loewe=-0.338, Synergy_HSA=3.09.